Dataset: Forward reaction prediction with 1.9M reactions from USPTO patents (1976-2016). Task: Predict the product of the given reaction. Given the reactants [Cl:1][C:2]1[N:7]=[C:6](Cl)[C:5]([C:9]([O:11][CH3:12])=[O:10])=[C:4]([CH3:13])[N:3]=1.[NH2:14][C:15]1[CH:20]=[CH:19][CH:18]=[C:17]([CH3:21])[CH:16]=1.CCN(C(C)C)C(C)C, predict the reaction product. The product is: [Cl:1][C:2]1[N:3]=[C:4]([CH3:13])[C:5]([C:9]([O:11][CH3:12])=[O:10])=[C:6]([NH:14][C:15]2[CH:16]=[C:17]([CH3:21])[CH:18]=[CH:19][CH:20]=2)[N:7]=1.